Dataset: Full USPTO retrosynthesis dataset with 1.9M reactions from patents (1976-2016). Task: Predict the reactants needed to synthesize the given product. (1) Given the product [CH3:35][N:2]([CH3:1])[CH2:3][CH2:4][CH2:5][S:6]([N:9]1[CH2:14][CH2:13][CH:12]([C:15]2[C:23]3[C:18](=[C:19]([C:32]([NH2:34])=[O:33])[CH:20]=[C:21]([C:24]4[CH:29]=[CH:28][C:27]([CH2:30][N:36]5[CH2:41][CH2:40][O:39][CH2:38][CH2:37]5)=[CH:26][CH:25]=4)[CH:22]=3)[NH:17][CH:16]=2)[CH2:11][CH2:10]1)(=[O:8])=[O:7], predict the reactants needed to synthesize it. The reactants are: [CH3:1][N:2]([CH3:35])[CH2:3][CH2:4][CH2:5][S:6]([N:9]1[CH2:14][CH2:13][CH:12]([C:15]2[C:23]3[C:18](=[C:19]([C:32]([NH2:34])=[O:33])[CH:20]=[C:21]([C:24]4[CH:29]=[CH:28][C:27]([CH:30]=O)=[CH:26][CH:25]=4)[CH:22]=3)[NH:17][CH:16]=2)[CH2:11][CH2:10]1)(=[O:8])=[O:7].[NH:36]1[CH2:41][CH2:40][O:39][CH2:38][CH2:37]1.[BH-](OC(C)=O)(OC(C)=O)OC(C)=O.[Na+]. (2) Given the product [C:33]([O:32][C:28]1[CH:27]=[C:26]([C:2]#[C:1][C:3]2[CH:12]=[C:11]3[C:6]([C:7](=[O:24])[C:8]([C:13]4[CH:18]=[CH:17][C:16]([NH:19][S:20]([CH3:23])(=[O:22])=[O:21])=[CH:15][CH:14]=4)=[CH:9][O:10]3)=[CH:5][CH:4]=2)[CH:31]=[CH:30][N:29]=1)([CH3:36])([CH3:34])[CH3:35], predict the reactants needed to synthesize it. The reactants are: [C:1]([C:3]1[CH:12]=[C:11]2[C:6]([C:7](=[O:24])[C:8]([C:13]3[CH:18]=[CH:17][C:16]([NH:19][S:20]([CH3:23])(=[O:22])=[O:21])=[CH:15][CH:14]=3)=[CH:9][O:10]2)=[CH:5][CH:4]=1)#[CH:2].Br[C:26]1[CH:31]=[CH:30][N:29]=[C:28]([O:32][C:33]([CH3:36])([CH3:35])[CH3:34])[CH:27]=1.C1(P(C2C=CC=CC=2)C2C=CC=CC=2)C=CC=CC=1.C(N(CC)CC)C. (3) Given the product [Br:27][C:24]1[CH:25]=[CH:26][C:17]([NH:16][C:14](=[O:15])[C:13]2[CH:28]=[CH:29][CH:30]=[C:11]([CH:3]([OH:10])[C:4]3[CH:9]=[CH:8][CH:7]=[CH:6][CH:5]=3)[CH:12]=2)=[C:18]([CH:23]=1)[C:19]([OH:21])=[O:20], predict the reactants needed to synthesize it. The reactants are: [BH4-].[Na+].[C:3]([C:11]1[CH:12]=[C:13]([CH:28]=[CH:29][CH:30]=1)[C:14]([NH:16][C:17]1[CH:26]=[CH:25][C:24]([Br:27])=[CH:23][C:18]=1[C:19]([O:21]C)=[O:20])=[O:15])(=[O:10])[C:4]1[CH:9]=[CH:8][CH:7]=[CH:6][CH:5]=1.[OH-].[Na+].Cl.